Dataset: Reaction yield outcomes from USPTO patents with 853,638 reactions. Task: Predict the reaction yield, written as a fraction of the theoretical maximum amount of product (1.0 means a 100% yield; for example, 0.34 means a 34% yield). (1) The reactants are [F:1][C:2]1[C:11]2[CH2:10][N:9]([C@H:12]([CH:16]([CH3:18])[CH3:17])[C:13](O)=[O:14])[C:8](=[O:19])[C:7]3=[CH:20][NH:21][C:5]([C:6]=23)=[N:4][CH:3]=1.[O:22]=[S:23]1(=[O:29])[CH2:27][CH2:26][CH:25]([NH2:28])[CH2:24]1.C1C=CC2N(O)N=NC=2C=1.C(Cl)CCl. The catalyst is CN(C)C1C=CN=CC=1.CN(C=O)C. The product is [F:1][C:2]1[C:11]2[CH2:10][N:9]([C@H:12]([CH:16]([CH3:17])[CH3:18])[C:13]([NH:28][CH:25]3[CH2:26][CH2:27][S:23](=[O:29])(=[O:22])[CH2:24]3)=[O:14])[C:8](=[O:19])[C:7]3=[CH:20][NH:21][C:5]([C:6]=23)=[N:4][CH:3]=1. The yield is 0.243. (2) The reactants are [CH3:1][O:2][C:3](=[O:18])[C:4]1[CH:9]=[C:8]([Cl:10])[C:7]([O:11][CH3:12])=[CH:6][C:5]=1[O:13][CH2:14][CH2:15][CH2:16]Br.C([O-])([O-])=O.[K+].[K+].[F:25][C:26]1[CH:41]=[CH:40][C:29]([CH2:30][C:31]2([OH:39])[CH2:36][CH2:35][NH:34][CH2:33][C:32]2([CH3:38])[CH3:37])=[CH:28][CH:27]=1. The catalyst is CN(C=O)C.O. The product is [CH3:1][O:2][C:3](=[O:18])[C:4]1[CH:9]=[C:8]([Cl:10])[C:7]([O:11][CH3:12])=[CH:6][C:5]=1[O:13][CH2:14][CH2:15][CH2:16][N:34]1[CH2:35][CH2:36][C:31]([CH2:30][C:29]2[CH:28]=[CH:27][C:26]([F:25])=[CH:41][CH:40]=2)([OH:39])[C:32]([CH3:38])([CH3:37])[CH2:33]1. The yield is 0.927. (3) The reactants are S(Cl)(Cl)=O.[C:5]([C@H:8]1[C:17]2[C:12](=[CH:13][CH:14]=[CH:15][CH:16]=2)[C:11](=[O:18])[N:10]([CH2:19][CH2:20][CH2:21][Cl:22])[C@H:9]1[C:23]1[CH:28]=[CH:27][C:26]([O:29][CH3:30])=[CH:25][CH:24]=1)(O)=[O:6].[Cl-].[Al+3].[Cl-].[Cl-]. The catalyst is C1C=CC=CC=1. The product is [Cl:22][CH2:21][CH2:20][CH2:19][N:10]1[C:9]2[C:23]3[CH:28]=[CH:27][C:26]([O:29][CH3:30])=[CH:25][C:24]=3[C:5](=[O:6])[C:8]=2[C:17]2[CH2:16][CH2:15][CH:14]=[CH:13][C:12]=2[C:11]1=[O:18]. The yield is 0.170.